This data is from Forward reaction prediction with 1.9M reactions from USPTO patents (1976-2016). The task is: Predict the product of the given reaction. (1) Given the reactants [C:1]([C:3]([C:6]1[CH:7]=[C:8]([CH:33]=[CH:34][CH:35]=1)[C:9]([NH:11][C:12]1[CH:13]=[CH:14][C:15]([CH3:32])=[C:16]([NH:18][C:19]([C:21]2[S:31][C:24]3=[N:25][C:26]([NH:29][CH3:30])=[CH:27][N:28]=[C:23]3[CH:22]=2)=[O:20])[CH:17]=1)=[O:10])([CH3:5])[CH3:4])#[N:2].ClC1N=C2SC(C(NC3C=C(NC(=O)C4C=CC=C(C(C#N)(C)C)C=4)C=CC=3C)=O)=CC2=NC=1.NC[CH2:72][N:73]([CH3:75])[CH3:74], predict the reaction product. The product is: [C:1]([C:3]([C:6]1[CH:7]=[C:8]([CH:33]=[CH:34][CH:35]=1)[C:9]([NH:11][C:12]1[CH:13]=[CH:14][C:15]([CH3:32])=[C:16]([NH:18][C:19]([C:21]2[S:31][C:24]3=[N:25][C:26]([NH:29][CH2:30][CH2:72][N:73]([CH3:75])[CH3:74])=[CH:27][N:28]=[C:23]3[CH:22]=2)=[O:20])[CH:17]=1)=[O:10])([CH3:5])[CH3:4])#[N:2]. (2) Given the reactants C(O[C@H](CCCCCCCCCC(C)C)CC(O)=O)C1C=CC=CC=1.[CH2:26]([O:33][C@H:34]([CH2:49][CH2:50][CH2:51][CH2:52][CH2:53][CH2:54][CH2:55][CH2:56][CH2:57][CH2:58][CH2:59][CH:60]([CH3:62])[CH3:61])[CH2:35][C:36]([O:38]CC(C1C=CC(Br)=CC=1)=O)=[O:37])[C:27]1[CH:32]=[CH:31][CH:30]=[CH:29][CH:28]=1, predict the reaction product. The product is: [CH2:26]([O:33][C@H:34]([CH2:49][CH2:50][CH2:51][CH2:52][CH2:53][CH2:54][CH2:55][CH2:56][CH2:57][CH2:58][CH2:59][CH:60]([CH3:62])[CH3:61])[CH2:35][C:36]([OH:38])=[O:37])[C:27]1[CH:32]=[CH:31][CH:30]=[CH:29][CH:28]=1. (3) Given the reactants [Br:1][C:2]1[C:7]([C:8]#[N:9])=[CH:6][C:5]([NH:10][C:11](=[O:17])[O:12][C:13]([CH3:16])([CH3:15])[CH3:14])=[C:4]([Cl:18])[CH:3]=1.C[Si]([N-][Si](C)(C)C)(C)C.[Na+].[CH3:29][O:30][C:31]1[CH:38]=[CH:37][C:34]([CH2:35]Cl)=[CH:33][CH:32]=1, predict the reaction product. The product is: [Br:1][C:2]1[C:7]([C:8]#[N:9])=[CH:6][C:5]([N:10]([CH2:35][C:34]2[CH:37]=[CH:38][C:31]([O:30][CH3:29])=[CH:32][CH:33]=2)[C:11](=[O:17])[O:12][C:13]([CH3:14])([CH3:15])[CH3:16])=[C:4]([Cl:18])[CH:3]=1. (4) The product is: [NH:28]([C:16]([C:15]1[CH:20]=[CH:21][C:12]([C:10]([NH:9][C:8]2[CH:22]=[CH:23][CH:24]=[C:6]([S:3]([C:2]([F:26])([F:25])[F:1])(=[O:5])=[O:4])[CH:7]=2)=[O:11])=[CH:13][CH:14]=1)=[O:17])[NH2:29]. Given the reactants [F:1][C:2]([F:26])([F:25])[S:3]([C:6]1[CH:7]=[C:8]([CH:22]=[CH:23][CH:24]=1)[NH:9][C:10]([C:12]1[CH:21]=[CH:20][C:15]([C:16](OC)=[O:17])=[CH:14][CH:13]=1)=[O:11])(=[O:5])=[O:4].O.[NH2:28][NH2:29], predict the reaction product. (5) Given the reactants [OH-:1].[K+].FC(F)(F)C([N:7]1[CH2:16][CH2:15][C:14]2[C:9](=[CH:10][C:11]([S:17]([NH:20][CH2:21][CH2:22][C@@H:23]3[CH2:27][CH2:26][CH2:25][N:24]3[CH3:28])(=[O:19])=[O:18])=[CH:12][CH:13]=2)[CH2:8]1)=[O:6].[ClH:31], predict the reaction product. The product is: [OH2:6].[ClH:31].[ClH:31].[CH3:28][N:24]1[CH2:25][CH2:26][CH2:27][C@H:23]1[CH2:22][CH2:21][NH:20][S:17]([C:11]1[CH:10]=[C:9]2[C:14]([CH2:15][CH2:16][NH:7][CH2:8]2)=[CH:13][CH:12]=1)(=[O:19])=[O:18].[OH2:1].[OH2:6].[CH3:28][N:24]1[CH2:25][CH2:26][CH2:27][C@H:23]1[CH2:22][CH2:21][NH:20][S:17]([C:11]1[CH:10]=[C:9]2[C:14]([CH2:15][CH2:16][NH:7][CH2:8]2)=[CH:13][CH:12]=1)(=[O:19])=[O:18].[ClH:31].[ClH:31]. (6) Given the reactants [C:1]1([C@H:7]([CH2:11]C(O)=O)[C:8]([OH:10])=O)[CH:6]=[CH:5][CH:4]=[CH:3][CH:2]=1.[CH3:15][Li].C([O:19][CH2:20][CH3:21])C, predict the reaction product. The product is: [C:1]1([C@H:7]([CH2:11][C:20](=[O:19])[CH3:21])[C:8](=[O:10])[CH3:15])[CH:2]=[CH:3][CH:4]=[CH:5][CH:6]=1.